This data is from NCI-60 drug combinations with 297,098 pairs across 59 cell lines. The task is: Regression. Given two drug SMILES strings and cell line genomic features, predict the synergy score measuring deviation from expected non-interaction effect. Drug 1: C1=CC=C(C(=C1)C(C2=CC=C(C=C2)Cl)C(Cl)Cl)Cl. Drug 2: CN(CC1=CN=C2C(=N1)C(=NC(=N2)N)N)C3=CC=C(C=C3)C(=O)NC(CCC(=O)O)C(=O)O. Cell line: 786-0. Synergy scores: CSS=63.5, Synergy_ZIP=3.45, Synergy_Bliss=0.369, Synergy_Loewe=-29.4, Synergy_HSA=-0.684.